From a dataset of Reaction yield outcomes from USPTO patents with 853,638 reactions. Predict the reaction yield, written as a fraction of the theoretical maximum amount of product (1.0 means a 100% yield; for example, 0.34 means a 34% yield). The product is [CH2:1]([O:8][C:9]1[CH:14]=[C:13]([O:15][CH2:26][CH2:25][O:24][CH3:23])[CH:12]=[CH:11][C:10]=1/[CH:16]=[CH:17]/[C:18]([O:20][CH2:21][CH3:22])=[O:19])[C:2]1[CH:3]=[CH:4][CH:5]=[CH:6][CH:7]=1. The reactants are [CH2:1]([O:8][C:9]1[CH:14]=[C:13]([OH:15])[CH:12]=[CH:11][C:10]=1/[CH:16]=[CH:17]/[C:18]([O:20][CH2:21][CH3:22])=[O:19])[C:2]1[CH:7]=[CH:6][CH:5]=[CH:4][CH:3]=1.[CH3:23][O:24][CH2:25][CH2:26]O.C(P(CCCC)CCCC)CCC.N(C(N1CCCCC1)=O)=NC(N1CCCCC1)=O. The catalyst is O1CCCC1. The yield is 0.830.